Dataset: Full USPTO retrosynthesis dataset with 1.9M reactions from patents (1976-2016). Task: Predict the reactants needed to synthesize the given product. Given the product [CH3:16][O:15][C:11]1[CH:10]=[C:9]([C@@H:5]([CH2:6][CH3:7])[C@H:4]([CH3:17])[CH2:3][N:2]([CH3:18])[CH3:1])[CH:14]=[CH:13][CH:12]=1, predict the reactants needed to synthesize it. The reactants are: [CH3:1][N:2]([CH3:18])[CH2:3][C@H:4]([CH3:17])[C@@:5]([C:9]1[CH:14]=[CH:13][CH:12]=[C:11]([O:15][CH3:16])[CH:10]=1)(O)[CH2:6][CH3:7].FC(F)(F)C(OC(=O)C(F)(F)F)=O.